This data is from Forward reaction prediction with 1.9M reactions from USPTO patents (1976-2016). The task is: Predict the product of the given reaction. (1) Given the reactants [Cl:1][C:2]1[CH:7]=[CH:6][C:5]([Cl:8])=[CH:4][C:3]=1[C:9]1[CH:14]=[CH:13][N:12]([CH:15]([CH3:19])[C:16]([OH:18])=O)[C:11](=[O:20])[CH:10]=1.[NH2:21][C:22]1[CH:34]=[CH:33][C:25]([C:26]([O:28][C:29]([CH3:32])([CH3:31])[CH3:30])=[O:27])=[CH:24][CH:23]=1, predict the reaction product. The product is: [Cl:1][C:2]1[CH:7]=[CH:6][C:5]([Cl:8])=[CH:4][C:3]=1[C:9]1[CH:14]=[CH:13][N:12]([CH:15]([CH3:19])[C:16]([NH:21][C:22]2[CH:34]=[CH:33][C:25]([C:26]([O:28][C:29]([CH3:30])([CH3:31])[CH3:32])=[O:27])=[CH:24][CH:23]=2)=[O:18])[C:11](=[O:20])[CH:10]=1. (2) Given the reactants [O:1]1[C:5]2([CH2:9][CH2:8][CH:7](/[CH:10]=[C:11](\[C:22]3[NH:30][C:25]4=[N:26][CH:27]=[CH:28][CH:29]=[C:24]4[CH:23]=3)/[C:12]3[CH:17]=[CH:16][C:15]([S:18]([CH3:21])(=[O:20])=[O:19])=[CH:14][CH:13]=3)[CH2:6]2)[O:4][CH2:3][CH2:2]1, predict the reaction product. The product is: [O:4]1[C:5]2([CH2:9][CH2:8][CH:7]([CH2:10][CH:11]([C:22]3[NH:30][C:25]4=[N:26][CH:27]=[CH:28][CH:29]=[C:24]4[CH:23]=3)[C:12]3[CH:17]=[CH:16][C:15]([S:18]([CH3:21])(=[O:20])=[O:19])=[CH:14][CH:13]=3)[CH2:6]2)[O:1][CH2:2][CH2:3]1. (3) Given the reactants [CH2:1]([O:8][C:9]([N:11]1[CH2:15][CH:14]2[C:16](=[O:19])[CH2:17][CH2:18][CH:13]2[CH2:12]1)=[O:10])[C:2]1[CH:7]=[CH:6][CH:5]=[CH:4][CH:3]=1.C([BH-](C(CC)C)C(CC)C)(CC)C.[Li+].OO.O, predict the reaction product. The product is: [CH2:1]([O:8][C:9]([N:11]1[CH2:15][CH:14]2[CH:16]([OH:19])[CH2:17][CH2:18][CH:13]2[CH2:12]1)=[O:10])[C:2]1[CH:7]=[CH:6][CH:5]=[CH:4][CH:3]=1.